From a dataset of Peptide-MHC class II binding affinity with 134,281 pairs from IEDB. Regression. Given a peptide amino acid sequence and an MHC pseudo amino acid sequence, predict their binding affinity value. This is MHC class II binding data. (1) The peptide sequence is NRWLFRHLAREKNPR. The MHC is HLA-DQA10102-DQB10501 with pseudo-sequence HLA-DQA10102-DQB10501. The binding affinity (normalized) is 0.515. (2) The peptide sequence is PCKGDSVTIKLDGNL. The MHC is DRB1_1001 with pseudo-sequence DRB1_1001. The binding affinity (normalized) is 0.277. (3) The peptide sequence is ENDEDFDWLEIICFH. The MHC is DRB1_0101 with pseudo-sequence DRB1_0101. The binding affinity (normalized) is 0. (4) The peptide sequence is LISRVLDGLVMTTIS. The MHC is HLA-DQA10301-DQB10302 with pseudo-sequence HLA-DQA10301-DQB10302. The binding affinity (normalized) is 0.311. (5) The peptide sequence is CADILAIASRVLVTM. The MHC is DRB1_1201 with pseudo-sequence DRB1_1201. The binding affinity (normalized) is 0.419. (6) The peptide sequence is IGLVTQTINDFYFVI. The MHC is DRB1_1501 with pseudo-sequence DRB1_1501. The binding affinity (normalized) is 0.439. (7) The peptide sequence is KFAEGRRGAAEVLVVK. The MHC is DRB3_0202 with pseudo-sequence DRB3_0202. The binding affinity (normalized) is 0. (8) The peptide sequence is GIRHLFGNYITNDSY. The MHC is DRB1_0301 with pseudo-sequence DRB1_0301. The binding affinity (normalized) is 0.617. (9) The peptide sequence is GAMVATNFFGINTIP. The MHC is DRB1_0901 with pseudo-sequence DRB1_0901. The binding affinity (normalized) is 0.357.